From a dataset of Full USPTO retrosynthesis dataset with 1.9M reactions from patents (1976-2016). Predict the reactants needed to synthesize the given product. (1) Given the product [Cl-:5].[CH2:7]([C:8]1[C:17]2[C:12](=[CH:13][C:14]3[O:20][CH2:19][O:18][C:15]=3[CH:16]=2)[CH2:11][CH2:10][N+:9]=1[CH2:21][C:22]1[CH:27]=[CH:26][CH:25]=[CH:24][C:23]=1[F:28])[CH3:1], predict the reactants needed to synthesize it. The reactants are: [C:1]([Cl:5])(=O)CC.[Cl-].[CH3:7][C:8]1[C:17]2[C:12](=[CH:13][C:14]3[O:20][CH2:19][O:18][C:15]=3[CH:16]=2)[CH2:11][CH2:10][N+:9]=1[CH2:21][C:22]1[CH:27]=[CH:26][CH:25]=[CH:24][C:23]=1[F:28]. (2) Given the product [F:13][C:12]1[C:6]2[NH:7][C:8](=[O:11])[CH2:9][O:10][C:5]=2[CH:4]=[CH:3][C:2]=1[O:15][CH3:14], predict the reactants needed to synthesize it. The reactants are: Br[C:2]1[CH:3]=[CH:4][C:5]2[O:10][CH2:9][C:8](=[O:11])[NH:7][C:6]=2[C:12]=1[F:13].[CH3:14][O-:15].[Na+]. (3) Given the product [F:15][C:16]1[CH:17]=[CH:18][C:19]([O:20][C:21]2[C:35]([CH:36]3[CH2:40][CH2:39][CH2:38][N:37]3[C:9]3[N:14]=[CH:13][CH:12]=[CH:11][N:10]=3)=[CH:34][C:24]3[NH:25][C:26]([C:28]4[CH:33]=[CH:32][CH:31]=[CH:30][N:29]=4)=[N:27][C:23]=3[CH:22]=2)=[CH:41][CH:42]=1, predict the reactants needed to synthesize it. The reactants are: C(N(CC)CC)C.Cl[C:9]1[N:14]=[CH:13][CH:12]=[CH:11][N:10]=1.[F:15][C:16]1[CH:42]=[CH:41][C:19]([O:20][C:21]2[C:35]([CH:36]3[CH2:40][CH2:39][CH2:38][NH:37]3)=[CH:34][C:24]3[NH:25][C:26]([C:28]4[CH:33]=[CH:32][CH:31]=[CH:30][N:29]=4)=[N:27][C:23]=3[CH:22]=2)=[CH:18][CH:17]=1. (4) Given the product [N:24]1[N:23]=[N:22][N:19]2[CH2:20][CH2:21][CH:15]([OH:14])[CH2:16][CH2:17][C:18]=12, predict the reactants needed to synthesize it. The reactants are: C1CC=CCC=1.C([O:14][CH:15]1[CH2:21][CH2:20][N:19]2[N:22]=[N:23][N:24]=[C:18]2[CH2:17][CH2:16]1)C1C=CC=CC=1. (5) Given the product [OH:29][CH2:28][CH:20]1[CH2:21][C:22]2[C:27](=[CH:26][CH:25]=[CH:24][CH:23]=2)[N:19]1[C:15](=[O:17])[CH2:14][C:9]1[NH:10][C:11](=[O:13])[CH:12]=[C:7]([N:1]2[CH2:2][CH2:3][O:4][CH2:5][CH2:6]2)[N:8]=1, predict the reactants needed to synthesize it. The reactants are: [N:1]1([C:7]2[N:8]=[C:9]([CH2:14][C:15]([O-:17])=O)[NH:10][C:11](=[O:13])[CH:12]=2)[CH2:6][CH2:5][O:4][CH2:3][CH2:2]1.[Na+].[NH:19]1[C:27]2[C:22](=[CH:23][CH:24]=[CH:25][CH:26]=2)[CH2:21][CH:20]1[CH2:28][OH:29].Cl.CN(C)CCCN=C=NCC. (6) Given the product [Cl:1][C:2]1[CH:28]=[CH:27][C:5]([CH2:6][N:7]2[C:15]3[C:10](=[CH:11][CH:12]=[CH:13][CH:14]=3)[CH:9]=[C:8]2[C:16]([N:18]2[CH2:19][CH2:20][CH:21]([C:24]([N:60]3[CH2:61][CH2:62][N:57]([CH2:56][C:52]4[CH:51]=[N:50][CH:55]=[CH:54][CH:53]=4)[CH2:58][CH2:59]3)=[O:25])[CH2:22][CH2:23]2)=[O:17])=[CH:4][CH:3]=1, predict the reactants needed to synthesize it. The reactants are: [Cl:1][C:2]1[CH:28]=[CH:27][C:5]([CH2:6][N:7]2[C:15]3[C:10](=[CH:11][CH:12]=[CH:13][CH:14]=3)[CH:9]=[C:8]2[C:16]([N:18]2[CH2:23][CH2:22][CH:21]([C:24](O)=[O:25])[CH2:20][CH2:19]2)=[O:17])=[CH:4][CH:3]=1.ON1C2C=CC=CC=2N=N1.CCN=C=NCCCN(C)C.[N:50]1[CH:55]=[CH:54][CH:53]=[C:52]([CH2:56][N:57]2[CH2:62][CH2:61][NH:60][CH2:59][CH2:58]2)[CH:51]=1. (7) The reactants are: [C:1]([O:5][C:6](=[O:24])[NH:7][C:8]1[CH:13]=[C:12]([O:14][CH2:15][CH:16]2[CH2:18][CH2:17]2)[C:11]([C:19]([F:22])([F:21])[F:20])=[CH:10][C:9]=1[NH2:23])([CH3:4])([CH3:3])[CH3:2].C([O:29][C:30](=O)[CH2:31][C:32]([C:34]1[CH:39]=[CH:38][CH:37]=[C:36]([C:40]2[CH:41]=[N:42][C:43]([CH:46]3[CH2:48][CH2:47]3)=[CH:44][CH:45]=2)[CH:35]=1)=[O:33])(C)(C)C. Given the product [C:1]([O:5][C:6](=[O:24])[NH:7][C:8]1[CH:13]=[C:12]([O:14][CH2:15][CH:16]2[CH2:17][CH2:18]2)[C:11]([C:19]([F:22])([F:21])[F:20])=[CH:10][C:9]=1[NH:23][C:30](=[O:29])[CH2:31][C:32]([C:34]1[CH:39]=[CH:38][CH:37]=[C:36]([C:40]2[CH:41]=[N:42][C:43]([CH:46]3[CH2:47][CH2:48]3)=[CH:44][CH:45]=2)[CH:35]=1)=[O:33])([CH3:4])([CH3:2])[CH3:3], predict the reactants needed to synthesize it.